Dataset: Aqueous solubility values for 9,982 compounds from the AqSolDB database. Task: Regression/Classification. Given a drug SMILES string, predict its absorption, distribution, metabolism, or excretion properties. Task type varies by dataset: regression for continuous measurements (e.g., permeability, clearance, half-life) or binary classification for categorical outcomes (e.g., BBB penetration, CYP inhibition). For this dataset (solubility_aqsoldb), we predict Y. (1) The drug is Clc1ccc(-c2c(Cl)cc(Cl)c(Cl)c2Cl)c(Cl)c1. The Y is -7.47 log mol/L. (2) The compound is O=C(O)C1CCC(C(=O)O)SS1. The Y is -1.93 log mol/L.